From a dataset of Reaction yield outcomes from USPTO patents with 853,638 reactions. Predict the reaction yield, written as a fraction of the theoretical maximum amount of product (1.0 means a 100% yield; for example, 0.34 means a 34% yield). (1) The product is [F:7][C:8]1[CH:13]=[CH:12][C:11]([C:14]([OH:1])=[O:18])=[C:10]([N+:15]([O-:17])=[O:16])[CH:9]=1. No catalyst specified. The yield is 0.340. The reactants are [O-:1][Mn](=O)(=O)=O.[K+].[F:7][C:8]1[CH:13]=[CH:12][C:11]([CH3:14])=[C:10]([N+:15]([O-:17])=[O:16])[CH:9]=1.[OH2:18]. (2) The reactants are [S:1]1[CH:5]=[CH:4][C:3]2[C:6](=[O:9])[CH2:7][CH2:8][C:2]1=2.[H-].[Na+].C([O:14][C:15](=O)[C:16]1[CH:21]=[CH:20][CH:19]=[N:18][CH:17]=1)C.Cl. The catalyst is C1COCC1.C(OCC)(=O)C.O. The product is [N:18]1[CH:19]=[CH:20][CH:21]=[C:16]([C:15]([CH:7]2[CH2:8][C:2]3[S:1][CH:5]=[CH:4][C:3]=3[C:6]2=[O:9])=[O:14])[CH:17]=1. The yield is 0.350. (3) The reactants are C([O:3][C:4](=O)[CH2:5][N:6]1[C:14]2[CH2:13][CH2:12][CH2:11][C@@H:10]([NH:15][C:16]([O:18][CH2:19][C:20]3[CH:25]=[CH:24][CH:23]=[CH:22][CH:21]=3)=[O:17])[C:9]=2[CH:8]=[N:7]1)C.[BH4-].[Na+].Cl. The catalyst is CO. The product is [CH2:19]([O:18][C:16](=[O:17])[NH:15][C@@H:10]1[CH2:11][CH2:12][CH2:13][C:14]2[N:6]([CH2:5][CH2:4][OH:3])[N:7]=[CH:8][C:9]1=2)[C:20]1[CH:25]=[CH:24][CH:23]=[CH:22][CH:21]=1. The yield is 0.950.